From a dataset of Full USPTO retrosynthesis dataset with 1.9M reactions from patents (1976-2016). Predict the reactants needed to synthesize the given product. (1) Given the product [F:27]/[C:15](/[C:11]1[CH:12]=[C:13]([CH3:14])[N:9]([CH2:8][C:5]2[CH:6]=[CH:7][C:2]([NH:29][CH3:28])=[N:3][CH:4]=2)[N:10]=1)=[CH:16]\[C:17]1[CH:22]=[CH:21][C:20]([Si:23]([CH3:26])([CH3:25])[CH3:24])=[CH:19][CH:18]=1, predict the reactants needed to synthesize it. The reactants are: Cl[C:2]1[CH:7]=[CH:6][C:5]([CH2:8][N:9]2[C:13]([CH3:14])=[CH:12][C:11](/[C:15](/[F:27])=[CH:16]/[C:17]3[CH:22]=[CH:21][C:20]([Si:23]([CH3:26])([CH3:25])[CH3:24])=[CH:19][CH:18]=3)=[N:10]2)=[CH:4][N:3]=1.[CH3:28][NH2:29]. (2) Given the product [CH3:3][N:4]([CH2:22][C:23]1[CH:28]=[CH:27][C:26]([O:29][C:30]([F:33])([F:32])[F:31])=[CH:25][CH:24]=1)[C:5](=[O:21])[O:6][CH2:7][C@:8]1([CH3:19])[O:20][C:11]2=[N:12][C:13]([N+:15]([O-:17])=[O:16])=[CH:14][N:10]2[CH2:9]1, predict the reactants needed to synthesize it. The reactants are: [H-].[Na+].[CH3:3][N:4]([CH2:22][C:23]1[CH:28]=[CH:27][C:26]([O:29][C:30]([F:33])([F:32])[F:31])=[CH:25][CH:24]=1)[C:5](=[O:21])[O:6][CH2:7][C@@:8]([OH:20])([CH3:19])[CH2:9][N:10]1[CH:14]=[C:13]([N+:15]([O-:17])=[O:16])[N:12]=[C:11]1Cl.